Dataset: Forward reaction prediction with 1.9M reactions from USPTO patents (1976-2016). Task: Predict the product of the given reaction. (1) Given the reactants [C:1]([O:5][C:6](=[O:23])[C@@H:7]([NH:10][C:11](=[O:22])[C:12]1[CH:17]=[C:16]([Cl:18])[CH:15]=[CH:14][C:13]=1[N+:19]([O-])=O)[CH2:8][CH3:9])([CH3:4])([CH3:3])[CH3:2].O.O.[Sn](Cl)Cl, predict the reaction product. The product is: [C:1]([O:5][C:6](=[O:23])[C@@H:7]([NH:10][C:11](=[O:22])[C:12]1[CH:17]=[C:16]([Cl:18])[CH:15]=[CH:14][C:13]=1[NH2:19])[CH2:8][CH3:9])([CH3:2])([CH3:3])[CH3:4]. (2) Given the reactants [Br:1][C:2]1[S:6][C:5]([C:7]([OH:9])=O)=[C:4]([CH2:10][OH:11])[CH:3]=1.Cl.CN(C)CCCN=C=NCC, predict the reaction product. The product is: [Br:1][C:2]1[S:6][C:5]2[C:7](=[O:9])[O:11][CH2:10][C:4]=2[CH:3]=1. (3) Given the reactants [Cl:1][C:2]1[CH:7]=[CH:6][C:5]([C:8]2[C:17]3[C:12](=[CH:13][CH:14]=[C:15]([C:18](O)=[O:19])[CH:16]=3)[CH:11]=[N:10][CH:9]=2)=[CH:4][CH:3]=1.F[B-](F)(F)F.N1(OC(N(C)C)=[N+](C)C)C2C=CC=CC=2N=N1.C(N(CC)C(C)C)(C)C.[NH:52]1[CH2:56][CH2:55][CH:54]([OH:57])[CH2:53]1, predict the reaction product. The product is: [Cl:1][C:2]1[CH:7]=[CH:6][C:5]([C:8]2[C:17]3[C:12](=[CH:13][CH:14]=[C:15]([C:18]([N:52]4[CH2:56][CH2:55][CH:54]([OH:57])[CH2:53]4)=[O:19])[CH:16]=3)[CH:11]=[N:10][CH:9]=2)=[CH:4][CH:3]=1.